Dataset: Drug-target binding data from BindingDB using Ki measurements. Task: Regression. Given a target protein amino acid sequence and a drug SMILES string, predict the binding affinity score between them. We predict pKi (pKi = -log10(Ki in M); higher means stronger inhibition). Dataset: bindingdb_ki. (1) The compound is CNCCC(Oc1ccc(C(F)(F)F)cc1)c1ccccc1. The target is MLLARMKPQVQPELGGADQ. The pKi is 6.3. (2) The small molecule is N[C@@H](CCC(=O)N[C@@H](CSC(=O)N(O)c1ccc(Br)cc1)C(=O)NCC(=O)O)C(=O)O. The target protein (P50107) has sequence MSTDSTRYPIQIEKASNDPTLLLNHTCLRVKDPARTVKFYTEHFGMKLLSRKDFEEAKFSLYFLSFPKDDIPKNKNGEPDVFSAHGVLELTHNWGTEKNPDYKINNGNEEPHRGFGHICFSVSDINKTCEELESQGVKFKKRLSEGRQKDIAFALGPDGYWIELITYSREGQEYPKGSVGNKFNHTMIRIKNPTRSLEFYQNVLGMKLLRTSEHESAKFTLYFLGYGVPKTDSVFSCESVLELTHNWGTENDPNFHYHNGNSEPQGYGHICISCDDAGALCKEIEVKYGDKIQWSPKFNQGRMKNIAFLKDPDGYSIEVVPHGLIA. The pKi is 5.9. (3) The small molecule is Cn1cc(-c2cc(S(C)(=O)=O)ccc2Oc2ccc(F)cc2F)c2cc(CNc3ccccc3)[nH]c2c1=O. The target protein sequence is EQLKCCSGILKEMFAKKHAAYAWPFYKPVDVEALGLHDYCDIIKHPMDMSTIKSKLEAREYRDAQEFGADVRLMFSNCYKYNPPDHEVVAMARKLQDVFEMRFAKM. The pKi is 7.1. (4) The drug is O=C1CC[C@@]2(CO)[C@@H](O)[C@H](O)[C@@H](O)CN12. The target protein (C0HJB3) has sequence MKYNTGAGTVPEQLNVHLVPHSHDDVGWLKTVDQYYVGSENYIQEACVENVLDSVVMSLQRDPNRKFVFGEMAFFHRWWLEQTPETKELKLVKAGQLEFVNGGWCMHDEATTHYIDMIDHTTLGHRFLQEQFNKIPRAGWQIDPFGHSAVQGYLLGAELGFDSVHFARIDYQDREKRKGEKSLEVVWRGSKTFGSSAQIFANAFPGHYGPPNGFNFEVRNNFVPLQDDPRLFDTNVEERVQNFLDAALTQAKLTRTNHLMWTMGDDFQYQYAESWFKQMDKLLHHVNKDGRVNALYSTPSLYTEAKNAANQTWPLKIDDYFPYADGRNAYWTGFYTSRMLSGYYLATRHSGFFAGKKSTKYHAFDLADALGIAQHHDAVSGTAKQHTTNDYAKRLALGASKAEAVVSSSLACLTSKQSADQCSAPASAFSQCHLFNISYCPPTESSLPDDKSLVVVVYNPLGWSRNEIVRIPVNDANLVVKDSSGNKLEVQYVEMDDVTA.... The pKi is 7.4. (5) The compound is CC(=O)N[C@H](C(=O)N[C@@H](Cc1ccccc1)C[C@H](O)[C@H](Cc1ccccc1)NC(=O)[C@@H]1CN(c2ccccc2)C(=O)O1)C(C)C. The target protein sequence is PQITLWKRPIVTIRIGGQLKEALLDTGADDTVLEEMNLPGKWKPKMIGGIGGFIKVRQYDQIPIEICGHKVISTVLVGPTPVNVIGRNLMTQIGCTLNF. The pKi is 7.0.